Predict the reactants needed to synthesize the given product. From a dataset of Full USPTO retrosynthesis dataset with 1.9M reactions from patents (1976-2016). (1) Given the product [CH2:1]([O:3][C:4](=[O:21])[CH2:5][C:11]1[CH:16]=[C:15]([Cl:17])[CH:14]=[CH:13][C:12]=1[N+:18]([O-:20])=[O:19])[CH3:2], predict the reactants needed to synthesize it. The reactants are: [CH2:1]([O:3][C:4](=[O:21])[CH:5]([C:11]1[CH:16]=[C:15]([Cl:17])[CH:14]=[CH:13][C:12]=1[N+:18]([O-:20])=[O:19])C(OCC)=O)[CH3:2].[Li+].[Cl-].O. (2) Given the product [CH3:1][O:2][CH:3]([O:14][CH3:15])[CH2:4][NH:5][C:23](=[CH:22][C:21](=[N:20][CH2:19][CH:18]([O:17][CH3:16])[O:27][CH3:28])[CH3:26])[CH3:24], predict the reactants needed to synthesize it. The reactants are: [CH3:1][O:2][CH:3]([O:14][CH3:15])[CH2:4][N:5]([Si](C)(C)C)[Si](C)(C)C.[CH3:16][O:17][CH:18]([O:27][CH3:28])[CH2:19][NH:20][C:21]([CH3:26])=[CH:22][C:23](=O)[CH3:24].FC(F)(F)C(F)(F)C(O)=O.CC(C)([O-])C.[Na+]. (3) The reactants are: [F:1][C:2]1[CH:7]=[CH:6][C:5]([C:8]2[N:9]=[CH:10][N:11]3[C:20]=2[CH:19]=[C:18]2[C@@:13]([CH3:32])([C@@H:14]([CH:21]([OH:31])[C:22]4[S:26][C:25]([C:27]([O:29][CH3:30])=[O:28])=[CH:24][CH:23]=4)[CH2:15][CH2:16][CH2:17]2)[CH2:12]3)=[CH:4][CH:3]=1.N1C=CC=CC=1.CC(OI1(OC(C)=O)(OC(C)=O)OC(=O)C2C=CC=CC1=2)=O. Given the product [F:1][C:2]1[CH:7]=[CH:6][C:5]([C:8]2[N:9]=[CH:10][N:11]3[C:20]=2[CH:19]=[C:18]2[C@@:13]([CH3:32])([C@@H:14]([C:21]([C:22]4[S:26][C:25]([C:27]([O:29][CH3:30])=[O:28])=[CH:24][CH:23]=4)=[O:31])[CH2:15][CH2:16][CH2:17]2)[CH2:12]3)=[CH:4][CH:3]=1, predict the reactants needed to synthesize it. (4) Given the product [CH2:10]([C:8]1=[CH:9][N:5]([C:1]([CH3:4])([CH3:3])[CH3:2])[S:6]/[C:7]/1=[N:14]\[C:27]([CH:24]1[CH2:25][CH2:26][N:22]([C:20]([O:19][C:15]([CH3:18])([CH3:17])[CH3:16])=[O:21])[CH2:23]1)=[O:28])[CH2:11][CH2:12][CH3:13], predict the reactants needed to synthesize it. The reactants are: [C:1]([N:5]1[CH:9]=[C:8]([CH2:10][CH2:11][CH2:12][CH3:13])[C:7](=[NH:14])[S:6]1)([CH3:4])([CH3:3])[CH3:2].[C:15]([O:19][C:20]([N:22]1[CH2:26][CH2:25][CH:24]([C:27](O)=[O:28])[CH2:23]1)=[O:21])([CH3:18])([CH3:17])[CH3:16]. (5) The reactants are: [CH:1]1([N:5]2[CH2:11][CH2:10][C:9]3[CH:12]=[CH:13][C:14]([O:16][C:17]4[CH:24]=[CH:23]C(C#N)=[CH:19][C:18]=4[F:25])=[CH:15][C:8]=3[CH2:7][CH2:6]2)[CH2:4][CH2:3][CH2:2]1.[OH-].[Na+].[C:28]([OH:31])(=[O:30])[CH3:29]. Given the product [CH:1]1([N:5]2[CH2:11][CH2:10][C:9]3[CH:12]=[CH:13][C:14]([O:16][C:17]4[CH:24]=[CH:23][C:29]([C:28]([OH:31])=[O:30])=[CH:19][C:18]=4[F:25])=[CH:15][C:8]=3[CH2:7][CH2:6]2)[CH2:2][CH2:3][CH2:4]1, predict the reactants needed to synthesize it. (6) The reactants are: [NH2:1][C@H:2]([C:11]([CH:13]1[CH2:20][CH2:19][CH2:18][CH2:17][O:16][C:14]1=[O:15])=[O:12])[CH2:3][C:4]1[CH:9]=[CH:8][C:7]([OH:10])=[CH:6][CH:5]=1.C(OC(=O)[C@H](CC1C=CC(O)=CC=1)N)(=O)C(C)[OH:23]. Given the product [C:14](=[O:15])([OH:23])[OH:16].[NH2:1][C@H:2]([C:11]([CH:13]1[CH2:20][CH2:19][CH2:18][CH2:17][O:16][C:14]1=[O:15])=[O:12])[CH2:3][C:4]1[CH:5]=[CH:6][C:7]([OH:10])=[CH:8][CH:9]=1, predict the reactants needed to synthesize it. (7) Given the product [SH:5][C:6]1[CH:7]=[CH:8][C:9]2[O:13][CH:12]=[CH:11][C:10]=2[CH:14]=1, predict the reactants needed to synthesize it. The reactants are: CN(C)C([S:5][C:6]1[CH:7]=[CH:8][C:9]2[O:13][CH:12]=[CH:11][C:10]=2[CH:14]=1)=O.[OH-].[K+].Cl.O. (8) The reactants are: [F:1][C:2]1[CH:27]=[C:26]([F:28])[CH:25]=[CH:24][C:3]=1[O:4][C:5]1[C:21](=[O:22])[N:20]([CH3:23])[C:8]2[N:9]=[C:10]([NH:13][CH:14]3[CH2:19][CH2:18][O:17][CH2:16][CH2:15]3)[N:11]=[CH:12][C:7]=2[CH:6]=1.C(N(CC)C(C)C)(C)C.[C:38](OC(=O)C)(=[O:40])[CH3:39].CCCCCC. Given the product [F:1][C:2]1[CH:27]=[C:26]([F:28])[CH:25]=[CH:24][C:3]=1[O:4][C:5]1[C:21](=[O:22])[N:20]([CH3:23])[CH:8]2[N:9]=[C:10]([N:13]([CH:14]3[CH2:19][CH2:18][O:17][CH2:16][CH2:15]3)[C:38](=[O:40])[CH3:39])[N:11]=[CH:12][CH:7]2[CH:6]=1, predict the reactants needed to synthesize it. (9) Given the product [OH:29][CH2:28][C:27]1[S:26][C:25]([CH3:30])=[N:24][C:23]=1[S:22][CH:2]([C:16]1[CH:21]=[CH:20][CH:19]=[CH:18][CH:17]=1)[C:3]([C:5]1[CH:6]=[CH:7][C:8]2[O:13][CH2:12][C:11](=[O:14])[NH:10][C:9]=2[CH:15]=1)=[O:4], predict the reactants needed to synthesize it. The reactants are: Br[CH:2]([C:16]1[CH:21]=[CH:20][CH:19]=[CH:18][CH:17]=1)[C:3]([C:5]1[CH:6]=[CH:7][C:8]2[O:13][CH2:12][C:11](=[O:14])[NH:10][C:9]=2[CH:15]=1)=[O:4].[SH:22][C:23]1[N:24]=[C:25]([CH3:30])[S:26][C:27]=1[CH2:28][OH:29].